Dataset: HIV replication inhibition screening data with 41,000+ compounds from the AIDS Antiviral Screen. Task: Binary Classification. Given a drug SMILES string, predict its activity (active/inactive) in a high-throughput screening assay against a specified biological target. (1) The compound is CN1CCN(C(=S)N(C(=O)c2cccs2)C2CCCCC2)CC1. The result is 0 (inactive). (2) The molecule is O=C(O)C1C(C(=O)O)C2C3CC4C(C31)C42. The result is 0 (inactive). (3) The molecule is COC1C=COC2(C)Oc3c(C)c(O)c4c(c3C2=O)C(=O)C=C(NC(=O)C(C)=CC=CC(C)C(O)C(C)C(O)C(C)C(OC(C)=O)C1C)C4=O. The result is 0 (inactive). (4) The molecule is O=[N+]([O-])C=Cc1ccc(O)cc1. The result is 0 (inactive). (5) The compound is Cc1ccc(S(=O)(=O)OC2CSSCC2OS(=O)(=O)c2ccc(C)cc2)cc1. The result is 0 (inactive). (6) The drug is OCCNC(=S)SSC(=S)NCCO. The result is 0 (inactive). (7) The compound is Cc1cn(C2CC(N=[N+]=[N-])C(COC(=O)CCOCCCCCCCCN=[N+]=[N-])O2)c(=O)[nH]c1=O. The result is 1 (active).